This data is from Catalyst prediction with 721,799 reactions and 888 catalyst types from USPTO. The task is: Predict which catalyst facilitates the given reaction. (1) Reactant: [Br:1][C:2]1[CH:3]=[C:4]([NH2:9])[C:5]([CH3:8])=[N:6][CH:7]=1.[C:10](N1C=CN=C1)(N1C=CN=C1)=[O:11].Cl.[F:23][C:24]1([F:28])[CH2:27][NH:26][CH2:25]1. Product: [Br:1][C:2]1[CH:3]=[C:4]([NH:9][C:10]([N:26]2[CH2:27][C:24]([F:28])([F:23])[CH2:25]2)=[O:11])[C:5]([CH3:8])=[N:6][CH:7]=1. The catalyst class is: 2. (2) Reactant: [CH2:1]([C@H:3]1[CH2:20][C:19]2[C@H:14]([CH2:15][CH2:16][C:17](=O)[CH:18]=2)[C@@H:13]2[C@@H:4]1[C@H:5]1[C@@:9]([CH2:11][CH2:12]2)([CH3:10])[C:8](=[O:22])[CH2:7][CH2:6]1)[CH3:2].O.CCOC(C)=O.CCCCCC. Product: [CH2:1]([C@H:3]1[CH2:20][C:19]2[CH:18]=[CH:17][CH:16]=[CH:15][C:14]=2[C@@H:13]2[C@@H:4]1[C@H:5]1[C@@:9]([CH2:11][CH2:12]2)([CH3:10])[C:8](=[O:22])[CH2:7][CH2:6]1)[CH3:2]. The catalyst class is: 10. (3) The catalyst class is: 13. Product: [Cl:1][C:2]1[CH:3]=[C:4]([C:9]2[CH:10]=[CH:11][C:12](/[CH:15]=[CH:16]/[CH2:17][O:18][C:32]3[CH:31]=[CH:30][C:29]([CH2:28][C@H:22]([O:21][CH2:19][CH3:20])[C:23]([O:25][CH2:26][CH3:27])=[O:24])=[CH:34][CH:33]=3)=[CH:13][CH:14]=2)[CH:5]=[C:6]([Cl:8])[CH:7]=1. Reactant: [Cl:1][C:2]1[CH:3]=[C:4]([C:9]2[CH:14]=[CH:13][C:12](/[CH:15]=[CH:16]/[CH2:17][OH:18])=[CH:11][CH:10]=2)[CH:5]=[C:6]([Cl:8])[CH:7]=1.[CH2:19]([O:21][C@@H:22]([CH2:28][C:29]1[CH:34]=[CH:33][C:32](O)=[CH:31][CH:30]=1)[C:23]([O:25][CH2:26][CH3:27])=[O:24])[CH3:20]. (4) Reactant: [NH2:1][C:2]1[CH:7]=[CH:6][C:5]([CH3:8])=[CH:4][N:3]=1.[Al](Cl)(C)C.[CH3:13][N:14]([CH3:37])[C:15]([N:17]1[CH2:20][CH:19]([O:21][C:22]2[C:27]3[CH:28]=[C:29]([CH3:31])[O:30][C:26]=3[CH:25]=[C:24]([C:32](OCC)=[O:33])[CH:23]=2)[CH2:18]1)=[O:16]. Product: [CH3:37][N:14]([CH3:13])[C:15]([N:17]1[CH2:20][CH:19]([O:21][C:22]2[C:27]3[CH:28]=[C:29]([CH3:31])[O:30][C:26]=3[CH:25]=[C:24]([C:32]([NH:1][C:2]3[CH:7]=[CH:6][C:5]([CH3:8])=[CH:4][N:3]=3)=[O:33])[CH:23]=2)[CH2:18]1)=[O:16]. The catalyst class is: 4. (5) Reactant: [CH3:1][O:2][C:3]1[CH:4]=[C:5]([NH:11][C:12]2[C:13]3[C:23](=[O:24])[NH:22][CH:21]=[CH:20][C:14]=3[N:15]=[C:16](SC)[N:17]=2)[CH:6]=[C:7]([O:9][CH3:10])[CH:8]=1.C([NH:32][CH:33]1[CH2:38][CH2:37][NH:36][CH2:35][CH2:34]1)(OC(C)(C)C)=O.[ClH:39]. Product: [ClH:39].[NH2:32][CH:33]1[CH2:38][CH2:37][N:36]([C:16]2[N:17]=[C:12]([NH:11][C:5]3[CH:4]=[C:3]([O:2][CH3:1])[CH:8]=[C:7]([O:9][CH3:10])[CH:6]=3)[C:13]3[C:23](=[O:24])[NH:22][CH:21]=[CH:20][C:14]=3[N:15]=2)[CH2:35][CH2:34]1. The catalyst class is: 12. (6) Reactant: [CH3:1][C:2]([CH3:6])([CH3:5])[CH2:3][NH2:4].O=[C:8]1[CH2:13][CH2:12][N:11]([C:14]([O:16][C:17]([CH3:20])([CH3:19])[CH3:18])=[O:15])[CH2:10][CH2:9]1.[BH4-].[Na+].O. Product: [CH2:3]([NH:4][CH:8]1[CH2:13][CH2:12][N:11]([C:14]([O:16][C:17]([CH3:20])([CH3:19])[CH3:18])=[O:15])[CH2:10][CH2:9]1)[C:2]([CH3:6])([CH3:5])[CH3:1]. The catalyst class is: 5. (7) Reactant: N1C=CN=C1.[Si:6](Cl)([C:9]([CH3:12])([CH3:11])[CH3:10])([CH3:8])[CH3:7].[Br:14][CH2:15][CH:16]([OH:19])[CH:17]=[CH2:18].O. Product: [Br:14][CH2:15][CH:16]([O:19][Si:6]([C:9]([CH3:12])([CH3:11])[CH3:10])([CH3:8])[CH3:7])[CH:17]=[CH2:18]. The catalyst class is: 3. (8) Reactant: [Cl:1][C:2]1[C:11]2[C:6](=[CH:7][CH:8]=[C:9]([S:12](Cl)(=[O:14])=[O:13])[CH:10]=2)[C:5]([Cl:16])=[CH:4][N:3]=1.[CH:17]1([NH2:22])[CH2:21][CH2:20][CH2:19][CH2:18]1.C(N(CC)CC)C. Product: [Cl:1][C:2]1[C:11]2[C:6](=[CH:7][CH:8]=[C:9]([S:12]([NH:22][CH:17]3[CH2:21][CH2:20][CH2:19][CH2:18]3)(=[O:14])=[O:13])[CH:10]=2)[C:5]([Cl:16])=[CH:4][N:3]=1. The catalyst class is: 2. (9) Reactant: [CH3:1][O:2][C:3](=[O:16])[C:4]1[CH:12]=[C:11]([N+:13]([O-:15])=[O:14])[CH:10]=[C:6]([C:7]([OH:9])=O)[CH:5]=1.C(Cl)(C(Cl)=O)=O.[CH2:23]([NH:26][CH2:27][CH2:28][CH3:29])[CH2:24][CH3:25]. Product: [CH3:1][O:2][C:3](=[O:16])[C:4]1[CH:12]=[C:11]([N+:13]([O-:15])=[O:14])[CH:10]=[C:6]([C:7]([N:26]([CH2:27][CH2:28][CH3:29])[CH2:23][CH2:24][CH3:25])=[O:9])[CH:5]=1. The catalyst class is: 59. (10) Reactant: [CH2:1]([N:8]1[C:12]2=[CH:13][N:14]=[C:15]([O:17][CH3:18])[CH:16]=[C:11]2[C:10]([C:19](O)=[O:20])=[C:9]1[CH:22]([CH3:24])[CH3:23])[C:2]1[CH:7]=[CH:6][CH:5]=[CH:4][CH:3]=1.[F:25][C:26]1[CH:27]=[C:28]([CH:31]=[CH:32][C:33]=1[F:34])[CH2:29][NH2:30].C(Cl)CCl.CCN(CC)CC. Product: [CH2:1]([N:8]1[C:12]2=[CH:13][N:14]=[C:15]([O:17][CH3:18])[CH:16]=[C:11]2[C:10]([C:19]([NH:30][CH2:29][C:28]2[CH:31]=[CH:32][C:33]([F:34])=[C:26]([F:25])[CH:27]=2)=[O:20])=[C:9]1[CH:22]([CH3:23])[CH3:24])[C:2]1[CH:7]=[CH:6][CH:5]=[CH:4][CH:3]=1. The catalyst class is: 64.